From a dataset of Orexin1 receptor HTS with 218,158 compounds and 233 confirmed actives. Binary Classification. Given a drug SMILES string, predict its activity (active/inactive) in a high-throughput screening assay against a specified biological target. (1) The molecule is S(CCCC)c1nc(N)c(cn1)C(OCC)=O. The result is 0 (inactive). (2) The molecule is S=C(Nc1c(N2CCC(CC2)C)cccc1)NC(=O)c1sccc1. The result is 0 (inactive).